This data is from Full USPTO retrosynthesis dataset with 1.9M reactions from patents (1976-2016). The task is: Predict the reactants needed to synthesize the given product. (1) Given the product [Cl:1][C:2]1[CH:7]=[CH:6][N:5]2[N:8]=[C:9]([NH:11][C:13]3[CH:18]=[CH:17][C:16]([C:19]([N:21]4[CH2:22][CH:23]([F:25])[CH2:24]4)=[O:20])=[CH:15][C:14]=3[O:26][CH2:27][C:28]([F:30])([F:31])[F:29])[N:10]=[C:4]2[CH:3]=1, predict the reactants needed to synthesize it. The reactants are: [Cl:1][C:2]1[CH:7]=[CH:6][N:5]2[N:8]=[C:9]([NH2:11])[N:10]=[C:4]2[CH:3]=1.Br[C:13]1[CH:18]=[CH:17][C:16]([C:19]([N:21]2[CH2:24][CH:23]([F:25])[CH2:22]2)=[O:20])=[CH:15][C:14]=1[O:26][CH2:27][C:28]([F:31])([F:30])[F:29]. (2) The reactants are: [Cl:1][C:2]1[CH:3]=[CH:4][C:5]([OH:11])=[C:6]([CH:10]=1)[C:7]([OH:9])=O.ClC1C=CC(COC2C=CC(F)=CC=2F)=C(C=1)C([NH:20][C@H:21]([C:23]1[CH:32]=[CH:31][C:26]([C:27]([O:29][CH3:30])=[O:28])=[CH:25][CH:24]=1)[CH3:22])=O.Cl.CN(C)CCCN=C=NCC.O.ON1C2C=CC=CC=2N=N1.C(N(CC)CC)C.C(=O)(O)[O-].[Na+]. Given the product [Cl:1][C:2]1[CH:3]=[CH:4][C:5]([OH:11])=[C:6]([CH:10]=1)[C:7]([NH:20][C@H:21]([C:23]1[CH:32]=[CH:31][C:26]([C:27]([O:29][CH3:30])=[O:28])=[CH:25][CH:24]=1)[CH3:22])=[O:9], predict the reactants needed to synthesize it.